This data is from Forward reaction prediction with 1.9M reactions from USPTO patents (1976-2016). The task is: Predict the product of the given reaction. (1) Given the reactants [NH:1]1[CH:5]=[C:4](B2OC(C)(C)C(C)(C)O2)[CH:3]=[N:2]1.Cl[C:16]1[N:21]=[N:20][C:19]([N:22]2[CH2:27][CH2:26][CH:25]([N:28]3[C:36]4[C:31](=[CH:32][CH:33]=[C:34]([F:37])[CH:35]=4)[CH2:30][CH2:29]3)[CH2:24][CH2:23]2)=[CH:18][CH:17]=1, predict the reaction product. The product is: [NH:2]1[CH:3]=[C:4]([C:16]2[N:21]=[N:20][C:19]([N:22]3[CH2:23][CH2:24][CH:25]([N:28]4[C:36]5[C:31](=[CH:32][CH:33]=[C:34]([F:37])[CH:35]=5)[CH2:30][CH2:29]4)[CH2:26][CH2:27]3)=[CH:18][CH:17]=2)[CH:5]=[N:1]1. (2) The product is: [Cl:1][C:2]1[CH:3]=[C:4]([C:9]2[O:13][N:12]=[C:11]([C:14]3[CH:19]=[CH:18][C:17]([CH2:20][CH2:21][C:22]([O:24][C:25]([CH3:28])([CH3:27])[CH3:26])=[O:23])=[CH:16][C:15]=3[CH3:29])[N:10]=2)[CH:5]=[N:6][C:7]=1[CH2:38][CH:39]([CH3:41])[CH3:40]. Given the reactants [Cl:1][C:2]1[CH:3]=[C:4]([C:9]2[O:13][N:12]=[C:11]([C:14]3[CH:19]=[CH:18][C:17]([CH2:20][CH2:21][C:22]([O:24][C:25]([CH3:28])([CH3:27])[CH3:26])=[O:23])=[CH:16][C:15]=3[CH3:29])[N:10]=2)[CH:5]=[N:6][C:7]=1Cl.CN1CCCC1=O.[Br-].[CH2:38]([Zn+])[CH:39]([CH3:41])[CH3:40], predict the reaction product. (3) Given the reactants [C:1]1([C:32]2[CH:37]=[CH:36][CH:35]=[CH:34][CH:33]=2)[CH:6]=[CH:5][C:4]([C:7]2[N:8]([C:25]3[CH:30]=[CH:29][C:28]([Cl:31])=[CH:27][CH:26]=3)[C:9](=[O:24])[C:10]3[N:11]=[C:12]([CH2:22]Br)[N:13]([C:16]4[CH:21]=[CH:20][CH:19]=[CH:18][CH:17]=4)[C:14]=3[N:15]=2)=[CH:3][CH:2]=1.[CH3:38][S-:39].[Na+].Cl, predict the reaction product. The product is: [C:1]1([C:32]2[CH:37]=[CH:36][CH:35]=[CH:34][CH:33]=2)[CH:6]=[CH:5][C:4]([C:7]2[N:8]([C:25]3[CH:30]=[CH:29][C:28]([Cl:31])=[CH:27][CH:26]=3)[C:9](=[O:24])[C:10]3[N:11]=[C:12]([CH2:22][S:39][CH3:38])[N:13]([C:16]4[CH:21]=[CH:20][CH:19]=[CH:18][CH:17]=4)[C:14]=3[N:15]=2)=[CH:3][CH:2]=1. (4) Given the reactants [C:1]1(=[O:11])[NH:5][C:4](=[O:6])[C:3]2=[CH:7][CH:8]=[CH:9][CH:10]=[C:2]12.C(=O)([O-])[O-].[K+].[K+].[Br:18][C:19]1[C:20]([CH2:30]Br)=[N:21][C:22]2[C:27]([CH:28]=1)=[C:26]([F:29])[CH:25]=[CH:24][CH:23]=2.CN(C=O)C, predict the reaction product. The product is: [Br:18][C:19]1[C:20]([CH2:30][N:5]2[C:1](=[O:11])[C:2]3[C:3](=[CH:7][CH:8]=[CH:9][CH:10]=3)[C:4]2=[O:6])=[N:21][C:22]2[C:27]([CH:28]=1)=[C:26]([F:29])[CH:25]=[CH:24][CH:23]=2. (5) Given the reactants [Cl:1][C:2]1[N:7]=[C:6]([CH3:8])[C:5](F)=[CH:4][N:3]=1.Cl[C:11]1N=C(Cl)C(F)=CN=1, predict the reaction product. The product is: [Cl:1][C:2]1[N:7]=[C:6]([CH3:8])[C:5]([CH3:11])=[CH:4][N:3]=1. (6) Given the reactants [OH:1][C:2]1[C:11]2[C:6](=[CH:7][C:8]([CH3:12])=[CH:9][CH:10]=2)[N:5]=[C:4]([C:13]([OH:15])=O)[CH:3]=1.[CH2:16]([O:20][C:21]([N:23]1[CH2:28][CH2:27][N:26]([C:29](=[O:32])[CH2:30][NH2:31])[CH2:25][CH2:24]1)=[O:22])[CH2:17][CH2:18][CH3:19].C1C=CC2N(O)N=NC=2C=1.C(Cl)CCl, predict the reaction product. The product is: [CH2:16]([O:20][C:21]([N:23]1[CH2:24][CH2:25][N:26]([C:29](=[O:32])[CH2:30][NH:31][C:13]([C:4]2[CH:3]=[C:2]([OH:1])[C:11]3[C:6](=[CH:7][C:8]([CH3:12])=[CH:9][CH:10]=3)[N:5]=2)=[O:15])[CH2:27][CH2:28]1)=[O:22])[CH2:17][CH2:18][CH3:19]. (7) Given the reactants Cl[C:2]1[C:7]([C:8]2[CH:17]=[C:16]3[C:11]([CH:12]=[C:13]([NH:18][C:19]([CH:21]4[CH2:23][CH2:22]4)=[O:20])[N:14]=[CH:15]3)=[CH:10][CH:9]=2)=[CH:6][C:5]([F:24])=[CH:4][N:3]=1.[CH3:25]B1OB(C)OB(C)O1.C(=O)([O-])[O-].[K+].[K+].O1CCOCC1, predict the reaction product. The product is: [F:24][C:5]1[CH:6]=[C:7]([C:8]2[CH:17]=[C:16]3[C:11]([CH:12]=[C:13]([NH:18][C:19]([CH:21]4[CH2:23][CH2:22]4)=[O:20])[N:14]=[CH:15]3)=[CH:10][CH:9]=2)[C:2]([CH3:25])=[N:3][CH:4]=1. (8) Given the reactants [NH2:1][C:2]1[C:10]([Cl:11])=[CH:9][C:8]([Br:12])=[CH:7][C:3]=1[C:4](O)=[O:5].[BH4-], predict the reaction product. The product is: [NH2:1][C:2]1[C:10]([Cl:11])=[CH:9][C:8]([Br:12])=[CH:7][C:3]=1[CH2:4][OH:5].